This data is from Forward reaction prediction with 1.9M reactions from USPTO patents (1976-2016). The task is: Predict the product of the given reaction. (1) Given the reactants C(N(CC)CC)C.[CH:8]([N:21]1[CH2:24][CH:23]([OH:25])[CH2:22]1)([C:15]1[CH:20]=[CH:19][CH:18]=[CH:17][CH:16]=1)[C:9]1[CH:14]=[CH:13][CH:12]=[CH:11][CH:10]=1.S(=O)(=O)=O.N1C=CC=CC=1.O, predict the reaction product. The product is: [CH:8]([N:21]1[CH2:24][C:23](=[O:25])[CH2:22]1)([C:15]1[CH:20]=[CH:19][CH:18]=[CH:17][CH:16]=1)[C:9]1[CH:10]=[CH:11][CH:12]=[CH:13][CH:14]=1. (2) Given the reactants [N:1]([CH2:4][C@@H:5]1[CH2:10][NH:9][C:8]2[CH:11]=[CH:12][CH:13]=[C:14](Br)[C:7]=2[O:6]1)=[N+:2]=[N-:3].[Cl:16][C:17]1[CH:22]=[C:21]([O:23][CH3:24])[CH:20]=[CH:19][C:18]=1B(O)O, predict the reaction product. The product is: [N:1]([CH2:4][C@@H:5]1[CH2:10][NH:9][C:8]2[CH:11]=[CH:12][CH:13]=[C:14]([C:18]3[CH:19]=[CH:20][C:21]([O:23][CH3:24])=[CH:22][C:17]=3[Cl:16])[C:7]=2[O:6]1)=[N+:2]=[N-:3]. (3) Given the reactants [Br:1][C:2]1[CH:17]=[CH:16][C:5]2[N:6]=[C:7]([CH2:9][C:10]3[O:14][C:13](O)=[N:12][N:11]=3)[S:8][C:4]=2[CH:3]=1.CCN(C(C)C)C(C)C.F[P-](F)(F)(F)(F)F.[N:34]1(O[P+](N(C)C)(N(C)C)N(C)C)[C:38]2C=C[CH:41]=[CH:42][C:37]=2[N:36]=N1.CN(C=[O:58])C, predict the reaction product. The product is: [Br:1][C:2]1[CH:17]=[CH:16][C:5]2[N:6]=[C:7]([CH2:9][C:10]3[O:14][C:13]([NH:36][C@H:37]4[CH2:42][CH2:41][NH:34][C:38]4=[O:58])=[N:12][N:11]=3)[S:8][C:4]=2[CH:3]=1. (4) Given the reactants Cl[C:2]1[N:3]=[C:4]([N:25]2[CH2:30][CH2:29][O:28][CH2:27][CH2:26]2)[C:5]2[S:10][C:9]([CH2:11][N:12]3[C@H:17]([CH3:18])[CH2:16][N:15]([S:19]([CH3:22])(=[O:21])=[O:20])[CH2:14][C@@H:13]3[CH3:23])=[C:8]([CH3:24])[C:6]=2[N:7]=1.[NH2:31][C:32]1[N:37]=[CH:36][C:35](B2OC(C)(C)C(C)(C)O2)=[CH:34][N:33]=1, predict the reaction product. The product is: [CH3:23][C@@H:13]1[CH2:14][N:15]([S:19]([CH3:22])(=[O:21])=[O:20])[CH2:16][C@H:17]([CH3:18])[N:12]1[CH2:11][C:9]1[S:10][C:5]2[C:4]([N:25]3[CH2:30][CH2:29][O:28][CH2:27][CH2:26]3)=[N:3][C:2]([C:35]3[CH:34]=[N:33][C:32]([NH2:31])=[N:37][CH:36]=3)=[N:7][C:6]=2[C:8]=1[CH3:24]. (5) Given the reactants [O:1]=[C:2]1[N:7]([CH2:8][C:9]([NH:11][C@@H:12]([CH2:16][C:17]2[CH:22]=[CH:21][CH:20]=[CH:19][CH:18]=2)[C:13]([OH:15])=[O:14])=[O:10])[C:6]([C:23]2[CH:28]=[CH:27][CH:26]=[CH:25][CH:24]=2)=[N:5][CH:4]=[C:3]1[NH:29]C(=O)CC1C=CC=CC=1.P([O-])(O)(O)=O.[K+].[OH-].[Na+].CC1(C)S[C@@H]2[C@H](NC(CC3C=CC=CC=3)=O)C(=O)N2[C@H]1C([O-])=O.[K+], predict the reaction product. The product is: [NH2:29][C:3]1[C:2](=[O:1])[N:7]([CH2:8][C:9]([NH:11][C@@H:12]([CH2:16][C:17]2[CH:18]=[CH:19][CH:20]=[CH:21][CH:22]=2)[C:13]([OH:15])=[O:14])=[O:10])[C:6]([C:23]2[CH:24]=[CH:25][CH:26]=[CH:27][CH:28]=2)=[N:5][CH:4]=1.